From a dataset of Forward reaction prediction with 1.9M reactions from USPTO patents (1976-2016). Predict the product of the given reaction. (1) The product is: [CH3:14][NH:15][S:16]([C:19]1[CH:20]=[C:21]2[C:25](=[CH:26][CH:27]=1)[NH:24][C:23](=[O:28])[C:22]2=[N:6][NH:7][C:8]1[CH:9]=[CH:10][C:11]([S:16](=[O:18])(=[O:17])[NH:15][CH3:14])=[CH:12][CH:13]=1)(=[O:18])=[O:17]. Given the reactants Cl.CS([NH:6][NH:7][C:8]1[CH:13]=[CH:12][CH:11]=[CH:10][CH:9]=1)(=O)=O.[CH3:14][NH:15][S:16]([C:19]1[CH:20]=[C:21]2[C:25](=[CH:26][CH:27]=1)[NH:24][C:23](=[O:28])[C:22]2=O)(=[O:18])=[O:17], predict the reaction product. (2) The product is: [C:1]([C:5]1[NH:6][C:7]2[C:12]([CH:13]=1)=[C:11]([F:14])[C:10]([NH2:15])=[CH:9][CH:8]=2)([CH3:4])([CH3:2])[CH3:3]. Given the reactants [C:1]([C:5]1[NH:6][C:7]2[C:12]([CH:13]=1)=[C:11]([F:14])[C:10]([N+:15]([O-])=O)=[CH:9][CH:8]=2)([CH3:4])([CH3:3])[CH3:2].[BH4-].[Na+].O, predict the reaction product. (3) Given the reactants [CH3:1][O:2][C:3](=[O:23])[C@@H:4]([N:9]1[C:18](=[O:19])[C:17]2[C:12](=[CH:13][CH:14]=[C:15]([O:20][CH3:21])[CH:16]=2)[NH:11][C:10]1=[O:22])[CH2:5][CH2:6][CH2:7][CH3:8].[I-].[CH3:25][N:26]1[C:34]2[C:29](=[C:30]([CH3:35])[CH:31]=[CH:32][CH:33]=2)[C:28]([CH2:36][N+](C)(C)C)=[CH:27]1.C([O-])([O-])=O.[K+].[K+], predict the reaction product. The product is: [CH3:1][O:2][C:3](=[O:23])[C@@H:4]([N:9]1[C:18](=[O:19])[C:17]2[C:12](=[CH:13][CH:14]=[C:15]([O:20][CH3:21])[CH:16]=2)[N:11]([CH2:36][C:28]2[C:29]3[C:34](=[CH:33][CH:32]=[CH:31][C:30]=3[CH3:35])[N:26]([CH3:25])[CH:27]=2)[C:10]1=[O:22])[CH2:5][CH2:6][CH2:7][CH3:8]. (4) Given the reactants [Br:1][C:2]1[CH:3]=[C:4]([OH:9])[CH:5]=[CH:6][C:7]=1[CH3:8].Br[CH2:11][CH2:12][O:13][CH3:14], predict the reaction product. The product is: [Br:1][C:2]1[CH:3]=[C:4]([O:9][CH2:11][CH2:12][O:13][CH3:14])[CH:5]=[CH:6][C:7]=1[CH3:8]. (5) Given the reactants Cl[C:2]1[N:7]=[C:6]([C:8]2[CH:13]=[CH:12][CH:11]=[CH:10][CH:9]=2)[CH:5]=[CH:4][N:3]=1.[CH3:14][O:15][CH2:16][CH:17]1[NH:22][CH2:21][CH2:20][N:19]([C:23]([O:25][C:26]([CH3:29])([CH3:28])[CH3:27])=[O:24])[CH2:18]1.C(N(CC)C(C)C)(C)C, predict the reaction product. The product is: [CH3:14][O:15][CH2:16][CH:17]1[N:22]([C:2]2[N:7]=[C:6]([C:8]3[CH:13]=[CH:12][CH:11]=[CH:10][CH:9]=3)[CH:5]=[CH:4][N:3]=2)[CH2:21][CH2:20][N:19]([C:23]([O:25][C:26]([CH3:29])([CH3:28])[CH3:27])=[O:24])[CH2:18]1. (6) Given the reactants [Br:1][C:2]1[CH:3]=[C:4]([O:11][CH3:12])[C:5](N)=[C:6]([O:8][CH3:9])[CH:7]=1.C([N:15](CC)CC)C.[C:20]([CH2:24][C:25](Cl)=[O:26])([CH3:23])([CH3:22])[CH3:21], predict the reaction product. The product is: [Br:1][C:2]1[CH:3]=[C:4]([O:11][CH3:12])[C:5]([CH:24]([C:20]([CH3:23])([CH3:22])[CH3:21])[C:25]([NH2:15])=[O:26])=[C:6]([O:8][CH3:9])[CH:7]=1. (7) Given the reactants [ClH:1].[Cl:2][C:3]1[CH:8]=[CH:7][C:6]([CH2:9][C@@H:10]([NH:35]C(=O)OC(C)(C)C)[C:11]2[N:15]3[C:16]([NH:33][CH3:34])=[CH:17][C:18]([C:20]4[CH:25]=[CH:24][N:23]=[C:22]([NH:26][C:27]5[N:31]([CH3:32])[N:30]=[CH:29][CH:28]=5)[N:21]=4)=[CH:19][C:14]3=[N:13][N:12]=2)=[CH:5][CH:4]=1, predict the reaction product. The product is: [ClH:2].[ClH:1].[ClH:2].[ClH:2].[NH2:35][C@@H:10]([C:11]1[N:15]2[C:16]([NH:33][CH3:34])=[CH:17][C:18]([C:20]3[CH:25]=[CH:24][N:23]=[C:22]([NH:26][C:27]4[N:31]([CH3:32])[N:30]=[CH:29][CH:28]=4)[N:21]=3)=[CH:19][C:14]2=[N:13][N:12]=1)[CH2:9][C:6]1[CH:7]=[CH:8][C:3]([Cl:2])=[CH:4][CH:5]=1. (8) Given the reactants Cl[C:2]1[C:11]2[N:10]=[C:9]([CH3:12])[CH:8]=[CH:7][C:6]=2[C:5](B(O)O)=[CH:4][N:3]=1.Br[C:17]1[N:21]([CH3:22])[CH:20]=[N:19][CH:18]=1.[NH2:23][C:24]1[S:25][CH:26]=[C:27]([CH3:29])[N:28]=1, predict the reaction product. The product is: [CH3:12][C:9]1[CH:8]=[CH:7][C:6]2[C:11](=[C:2]([NH:23][C:24]3[S:25][CH:26]=[C:27]([CH3:29])[N:28]=3)[N:3]=[CH:4][C:5]=2[C:17]2[N:21]([CH3:22])[CH:20]=[N:19][CH:18]=2)[N:10]=1.